This data is from NCI-60 drug combinations with 297,098 pairs across 59 cell lines. The task is: Regression. Given two drug SMILES strings and cell line genomic features, predict the synergy score measuring deviation from expected non-interaction effect. (1) Drug 1: CCC1=C2CN3C(=CC4=C(C3=O)COC(=O)C4(CC)O)C2=NC5=C1C=C(C=C5)O. Drug 2: CCC1(C2=C(COC1=O)C(=O)N3CC4=CC5=C(C=CC(=C5CN(C)C)O)N=C4C3=C2)O.Cl. Cell line: HS 578T. Synergy scores: CSS=16.4, Synergy_ZIP=-9.60, Synergy_Bliss=-6.57, Synergy_Loewe=-0.812, Synergy_HSA=-0.204. (2) Drug 1: C1=CN(C=N1)CC(O)(P(=O)(O)O)P(=O)(O)O. Drug 2: CC1C(C(CC(O1)OC2CC(OC(C2O)C)OC3=CC4=CC5=C(C(=O)C(C(C5)C(C(=O)C(C(C)O)O)OC)OC6CC(C(C(O6)C)O)OC7CC(C(C(O7)C)O)OC8CC(C(C(O8)C)O)(C)O)C(=C4C(=C3C)O)O)O)O. Cell line: DU-145. Synergy scores: CSS=47.6, Synergy_ZIP=1.03, Synergy_Bliss=3.70, Synergy_Loewe=-15.4, Synergy_HSA=2.40. (3) Drug 1: CN(C)C1=NC(=NC(=N1)N(C)C)N(C)C. Drug 2: CN(CCCl)CCCl.Cl. Cell line: TK-10. Synergy scores: CSS=-2.72, Synergy_ZIP=-2.16, Synergy_Bliss=-3.25, Synergy_Loewe=-17.8, Synergy_HSA=-7.49.